This data is from Reaction yield outcomes from USPTO patents with 853,638 reactions. The task is: Predict the reaction yield, written as a fraction of the theoretical maximum amount of product (1.0 means a 100% yield; for example, 0.34 means a 34% yield). (1) The reactants are [Cl:1][C:2]1[CH:7]=[C:6]([O:8]C)[CH:5]=[CH:4][C:3]=1[CH2:10][S:11][C:12]1[N:17]=[C:16]([OH:18])[CH:15]=[C:14]([CH3:19])[N:13]=1.B(Br)(Br)Br.O. The catalyst is ClCCl. The product is [Cl:1][C:2]1[CH:7]=[C:6]([OH:8])[CH:5]=[CH:4][C:3]=1[CH2:10][S:11][C:12]1[N:17]=[C:16]([OH:18])[CH:15]=[C:14]([CH3:19])[N:13]=1. The yield is 0.130. (2) The reactants are [C:1]([Si:5]([CH3:15])([CH3:14])[O:6][CH2:7][CH2:8][CH2:9][CH2:10][CH:11]1[CH2:13][O:12]1)([CH3:4])([CH3:3])[CH3:2].[NH2:16][C:17]1[CH:18]=[CH:19][C:20]2[S:25][CH2:24][C:23](=[O:26])[NH:22][C:21]=2[CH:27]=1. The catalyst is CCO.O. The product is [C:1]([Si:5]([CH3:15])([CH3:14])[O:6][CH2:7][CH2:8][CH2:9][CH2:10][CH:11]([OH:12])[CH2:13][NH:16][C:17]1[CH:18]=[CH:19][C:20]2[S:25][CH2:24][C:23](=[O:26])[NH:22][C:21]=2[CH:27]=1)([CH3:4])([CH3:3])[CH3:2]. The yield is 0.420. (3) The reactants are [F:1][C:2]1[CH:3]=[C:4]([CH:17]=[CH:18][N:19]=1)[C:5]([O:7]C1C=CC([N+]([O-])=O)=CC=1)=O.[CH2:20]([NH:22][CH2:23][CH2:24][NH2:25])[CH3:21]. The catalyst is O1CCCC1. The product is [CH2:20]([NH:22][CH2:23][CH2:24][NH:25][C:5](=[O:7])[C:4]1[CH:17]=[CH:18][N:19]=[C:2]([F:1])[CH:3]=1)[CH3:21]. The yield is 0.910. (4) The reactants are [Cl:1][C:2]1[CH:3]=[CH:4][C:5]2[O:9][C:8]([C:10]3[CH:16]=[CH:15][C:13]([NH2:14])=[CH:12][CH:11]=3)=[N:7][C:6]=2[CH:17]=1.[C:18](Cl)(=[O:20])[CH3:19].O. The catalyst is N1C=CC=CC=1. The product is [Cl:1][C:2]1[CH:3]=[CH:4][C:5]2[O:9][C:8]([C:10]3[CH:16]=[CH:15][C:13]([NH:14][C:18](=[O:20])[CH3:19])=[CH:12][CH:11]=3)=[N:7][C:6]=2[CH:17]=1. The yield is 0.840. (5) The reactants are [Li]CCCC.[Br:6][C:7]1[N:8]=[C:9]([C:21]([CH3:24])([CH3:23])[CH3:22])[N:10]([CH2:13][O:14][CH2:15][CH2:16][Si:17]([CH3:20])([CH3:19])[CH3:18])[C:11]=1Br.[Cl:25][C:26]1[N:31]=[CH:30][CH:29]=[CH:28][N:27]=1. The catalyst is C1COCC1.O=[Mn]=O. The product is [Br:6][C:7]1[N:8]=[C:9]([C:21]([CH3:24])([CH3:23])[CH3:22])[N:10]([CH2:13][O:14][CH2:15][CH2:16][Si:17]([CH3:20])([CH3:19])[CH3:18])[C:11]=1[C:28]1[CH:29]=[CH:30][N:31]=[C:26]([Cl:25])[N:27]=1. The yield is 0.370.